This data is from Forward reaction prediction with 1.9M reactions from USPTO patents (1976-2016). The task is: Predict the product of the given reaction. (1) Given the reactants [C:1]([O:5][C:6]([N:8]1[CH2:13][CH:12]=[C:11](OS(C(F)(F)F)(=O)=O)[CH2:10][CH2:9]1)=[O:7])([CH3:4])([CH3:3])[CH3:2].Cl.[NH2:23][C:24]1[CH:29]=[CH:28][C:27](B(O)O)=[CH:26][CH:25]=1.C([O-])([O-])=O.[K+].[K+], predict the reaction product. The product is: [C:1]([O:5][C:6]([N:8]1[CH2:13][CH:12]=[C:11]([C:27]2[CH:28]=[CH:29][C:24]([NH2:23])=[CH:25][CH:26]=2)[CH2:10][CH2:9]1)=[O:7])([CH3:4])([CH3:3])[CH3:2]. (2) Given the reactants [CH3:1][C:2]1[C:7]([C:8]#[C:9][C:10]2[CH:11]=[N:12][C:13]([NH2:16])=[N:14][CH:15]=2)=[CH:6][C:5]([N+:17]([O-])=O)=[CH:4][N:3]=1.C(O)(=O)C.CC(C)=O.C(=O)([O-])[O-].[K+].[K+], predict the reaction product. The product is: [NH2:17][C:5]1[CH:6]=[C:7]([C:8]#[C:9][C:10]2[CH:15]=[N:14][C:13]([NH2:16])=[N:12][CH:11]=2)[C:2]([CH3:1])=[N:3][CH:4]=1. (3) The product is: [Br:22][C:23]1[CH:28]=[CH:27][C:26]([C:29]([C:2]2[CH:15]=[CH:14][C:5]([NH:6][C:7](=[O:13])[O:8][C:9]([CH3:12])([CH3:11])[CH3:10])=[C:4]([CH3:16])[CH:3]=2)([OH:34])[C:30]([F:33])([F:32])[F:31])=[C:25]([O:35][CH:36]([F:37])[F:38])[CH:24]=1. Given the reactants I[C:2]1[CH:15]=[CH:14][C:5]([NH:6][C:7](=[O:13])[O:8][C:9]([CH3:12])([CH3:11])[CH3:10])=[C:4]([CH3:16])[CH:3]=1.C([Li])CCC.[Br:22][C:23]1[CH:28]=[CH:27][C:26]([C:29](=[O:34])[C:30]([F:33])([F:32])[F:31])=[C:25]([O:35][CH:36]([F:38])[F:37])[CH:24]=1.[Cl-].[NH4+], predict the reaction product. (4) Given the reactants [Cl:1][C:2]1[N:7]=[C:6]([CH2:8][OH:9])[CH:5]=[CH:4][C:3]=1[O:10][CH2:11][CH2:12][CH3:13].[CH:14]([Si:17](Cl)([CH:21]([CH3:23])[CH3:22])[CH:18]([CH3:20])[CH3:19])([CH3:16])[CH3:15].N1C=CN=C1, predict the reaction product. The product is: [Cl:1][C:2]1[C:3]([O:10][CH2:11][CH2:12][CH3:13])=[CH:4][CH:5]=[C:6]([CH2:8][O:9][Si:17]([CH:21]([CH3:23])[CH3:22])([CH:18]([CH3:20])[CH3:19])[CH:14]([CH3:16])[CH3:15])[N:7]=1. (5) Given the reactants [NH:1]([C:5]1[CH:11]=[CH:10][C:8]([OH:9])=[CH:7][CH:6]=1)[C:2]([CH3:4])=[O:3].C([O-])([O-])=O.[K+].[K+].Br[CH2:19][C:20]([O:22][CH2:23][CH3:24])=[O:21], predict the reaction product. The product is: [CH2:23]([O:22][C:20](=[O:21])[CH2:19][O:9][C:8]1[CH:10]=[CH:11][C:5]([NH:1][C:2](=[O:3])[CH3:4])=[CH:6][CH:7]=1)[CH3:24]. (6) Given the reactants Br[C:2]1[CH:7]=[CH:6][C:5]([C:8]2[NH:12][C:11]([C@@H:13]3[CH2:17][C@H:16]([CH2:18][O:19][CH3:20])[CH2:15][N:14]3[C:21](=[O:31])[C@@H:22]([NH:26][C:27](=[O:30])[O:28][CH3:29])[CH:23]([CH3:25])[CH3:24])=[N:10][CH:9]=2)=[CH:4][CH:3]=1.[CH3:32][C@@H:33]1[CH2:37][N:36]([C:38]([O:40][C:41]([CH3:44])([CH3:43])[CH3:42])=[O:39])[C@H:35]([C:45]2[NH:46][C:47]([C:50]3[CH:55]=[CH:54][C:53](B4OC(C)(C)C(C)(C)O4)=[CH:52][CH:51]=3)=[CH:48][N:49]=2)[CH2:34]1.C([O-])([O-])=O.[K+].[K+], predict the reaction product. The product is: [CH3:29][O:28][C:27]([NH:26][C@@H:22]([CH:23]([CH3:25])[CH3:24])[C:21]([N:14]1[CH2:15][C@@H:16]([CH2:18][O:19][CH3:20])[CH2:17][C@H:13]1[C:11]1[NH:12][C:8]([C:5]2[CH:6]=[CH:7][C:2]([C:53]3[CH:52]=[CH:51][C:50]([C:47]4[NH:46][C:45]([C@@H:35]5[CH2:34][C@H:33]([CH3:32])[CH2:37][N:36]5[C:38]([O:40][C:41]([CH3:42])([CH3:44])[CH3:43])=[O:39])=[N:49][CH:48]=4)=[CH:55][CH:54]=3)=[CH:3][CH:4]=2)=[CH:9][N:10]=1)=[O:31])=[O:30]. (7) Given the reactants CC1(C)C(C)(C)OB([C:9]2[CH:10]=[C:11]3[CH:17]=[CH:16][NH:15][C:12]3=[N:13][CH:14]=2)O1.Cl[C:20]1[CH:25]=[N:24][CH:23]=[C:22]([N:26]2[CH2:31][CH2:30][N:29]([CH3:32])[CH2:28][CH2:27]2)[N:21]=1.C([O-])([O-])=O.[Cs+].[Cs+], predict the reaction product. The product is: [CH3:32][N:29]1[CH2:28][CH2:27][N:26]([C:22]2[N:21]=[C:20]([C:9]3[CH:10]=[C:11]4[CH:17]=[CH:16][NH:15][C:12]4=[N:13][CH:14]=3)[CH:25]=[N:24][CH:23]=2)[CH2:31][CH2:30]1.